Dataset: Reaction yield outcomes from USPTO patents with 853,638 reactions. Task: Predict the reaction yield, written as a fraction of the theoretical maximum amount of product (1.0 means a 100% yield; for example, 0.34 means a 34% yield). (1) The reactants are O1[C:5]2([CH2:10][CH2:9][N:8]([C:11]3[CH:16]=[CH:15][C:14]([N:17]4[C:22](=[O:23])[C:21]([CH2:24][C:25]5[CH:30]=[CH:29][C:28]([C:31]6[CH:36]=[CH:35][CH:34]=[CH:33][C:32]=6[C:37]6[NH:41][C:40](=[O:42])[O:39][N:38]=6)=[CH:27][CH:26]=5)=[C:20]([CH2:43][CH2:44][CH3:45])[N:19]=[C:18]4[CH2:46][CH3:47])=[CH:13][CH:12]=3)[CH2:7][CH2:6]2)[O:4]CC1. The catalyst is O1CCCC1.C(OCC)(=O)C. The product is [CH2:46]([C:18]1[N:17]([C:14]2[CH:13]=[CH:12][C:11]([N:8]3[CH2:9][CH2:10][C:5](=[O:4])[CH2:6][CH2:7]3)=[CH:16][CH:15]=2)[C:22](=[O:23])[C:21]([CH2:24][C:25]2[CH:30]=[CH:29][C:28]([C:31]3[CH:36]=[CH:35][CH:34]=[CH:33][C:32]=3[C:37]3[NH:41][C:40](=[O:42])[O:39][N:38]=3)=[CH:27][CH:26]=2)=[C:20]([CH2:43][CH2:44][CH3:45])[N:19]=1)[CH3:47]. The yield is 0.380. (2) The reactants are [CH3:1][C:2]1[CH:3]=[C:4]([C:9]2[N:10]=[C:11]([NH2:20])[S:12][C:13]=2[C:14]2[CH:19]=[CH:18][N:17]=[CH:16][CH:15]=2)[CH:5]=[C:6]([CH3:8])[CH:7]=1.C[CH2:22][CH2:23][C:24](Cl)=[O:25].[C:27](=O)([O-])O.[Na+]. The catalyst is CN(C)C1C=CN=CC=1.CN(C)C(=O)C. The product is [CH3:1][C:2]1[CH:3]=[C:4]([C:9]2[N:10]=[C:11]([NH:20][C:24](=[O:25])[CH:23]([CH3:27])[CH3:22])[S:12][C:13]=2[C:14]2[CH:19]=[CH:18][N:17]=[CH:16][CH:15]=2)[CH:5]=[C:6]([CH3:8])[CH:7]=1. The yield is 0.830. (3) The yield is 0.930. The product is [CH3:17][O:5][C:4](=[O:6])[C:3]1[CH:7]=[C:8]([NH2:11])[CH:9]=[CH:10][C:2]=1[Cl:1]. The reactants are [Cl:1][C:2]1[CH:10]=[CH:9][C:8]([NH2:11])=[CH:7][C:3]=1[C:4]([OH:6])=[O:5].S(=O)(=O)(O)O.[CH3:17]O. No catalyst specified. (4) The yield is 0.725. The reactants are [NH2:1][CH2:2][C:3]1([C:16]2[CH:21]=[CH:20][CH:19]=[C:18]([C:22]3[CH:23]=[N:24][N:25]([CH3:27])[CH:26]=3)[CH:17]=2)[CH2:8][CH2:7][N:6]([C:9]([O:11][C:12]([CH3:15])([CH3:14])[CH3:13])=[O:10])[CH2:5][CH2:4]1.[C:28](=N)([C:35]1[CH:40]=[CH:39][CH:38]=[CH:37][CH:36]=1)[C:29]1[CH:34]=[CH:33][CH:32]=[CH:31][CH:30]=1.C1(C)C=CC(S(O)(=O)=O)=CC=1. The product is [C:29]1([C:28](=[N:1][CH2:2][C:3]2([C:16]3[CH:21]=[CH:20][CH:19]=[C:18]([C:22]4[CH:23]=[N:24][N:25]([CH3:27])[CH:26]=4)[CH:17]=3)[CH2:4][CH2:5][N:6]([C:9]([O:11][C:12]([CH3:15])([CH3:14])[CH3:13])=[O:10])[CH2:7][CH2:8]2)[C:35]2[CH:36]=[CH:37][CH:38]=[CH:39][CH:40]=2)[CH:34]=[CH:33][CH:32]=[CH:31][CH:30]=1. The catalyst is C(Cl)Cl.